From a dataset of Reaction yield outcomes from USPTO patents with 853,638 reactions. Predict the reaction yield, written as a fraction of the theoretical maximum amount of product (1.0 means a 100% yield; for example, 0.34 means a 34% yield). (1) The reactants are [H-].[Na+].[CH2:3]([O:5][C:6]([C:8]1[S:24][C:11]2=[N:12][C:13]([O:16][CH2:17][C:18]3[CH:23]=[CH:22][CH:21]=[CH:20][CH:19]=3)=[CH:14][CH:15]=[C:10]2[C:9]=1[OH:25])=[O:7])[CH3:4].Br[CH2:27][C:28]([O:30][C:31]([CH3:34])([CH3:33])[CH3:32])=[O:29]. The catalyst is CN(C=O)C.O. The product is [CH2:3]([O:5][C:6]([C:8]1[S:24][C:11]2=[N:12][C:13]([O:16][CH2:17][C:18]3[CH:23]=[CH:22][CH:21]=[CH:20][CH:19]=3)=[CH:14][CH:15]=[C:10]2[C:9]=1[O:25][CH2:27][C:28]([O:30][C:31]([CH3:34])([CH3:33])[CH3:32])=[O:29])=[O:7])[CH3:4]. The yield is 0.380. (2) The reactants are [CH:1]1([C@H:4]([NH:12][C:13]([CH2:15][C:16]2[CH:24]=[CH:23][CH:22]=[C:21]([F:25])[C:17]=2[C:18](O)=[O:19])=[O:14])[C:5]2[CH:10]=[CH:9][CH:8]=[C:7]([F:11])[CH:6]=2)[CH2:3][CH2:2]1.[C:26](OC(=O)C)(=[O:28])[CH3:27]. No catalyst specified. The product is [C:26]([C:15]1[C:16]2[C:17](=[C:21]([F:25])[CH:22]=[CH:23][CH:24]=2)[C:18](=[O:19])[O:14][C:13]=1[NH:12][C@@H:4]([CH:1]1[CH2:2][CH2:3]1)[C:5]1[CH:10]=[CH:9][CH:8]=[C:7]([F:11])[CH:6]=1)(=[O:28])[CH3:27]. The yield is 1.03. (3) The reactants are [SH:1][C:2]1[S:3][C:4]2[CH2:14][CH2:13][C:12]3[C:7](=[CH:8][C:9]([O:15][CH2:16][C:17]([O:19]CC)=[O:18])=[CH:10][CH:11]=3)[C:5]=2[N:6]=1.[C:22]1([CH:28]([C:31]2[CH:36]=[CH:35][CH:34]=[CH:33][CH:32]=2)[CH2:29]I)[CH:27]=[CH:26][CH:25]=[CH:24][CH:23]=1. No catalyst specified. The product is [C:22]1([CH:28]([C:31]2[CH:32]=[CH:33][CH:34]=[CH:35][CH:36]=2)[CH2:29][S:1][C:2]2[S:3][C:4]3[CH2:14][CH2:13][C:12]4[C:7](=[CH:8][C:9]([O:15][CH2:16][C:17]([OH:19])=[O:18])=[CH:10][CH:11]=4)[C:5]=3[N:6]=2)[CH:27]=[CH:26][CH:25]=[CH:24][CH:23]=1. The yield is 0.690. (4) The reactants are [Cl:1][C:2]1[CH:7]=[C:6]([Cl:8])[CH:5]=[CH:4][C:3]=1[N:9]=[C:10]=[S:11].[C-:12]#[N:13].[K+].Cl. The catalyst is C(#N)C. The product is [Cl:1][C:2]1[CH:7]=[C:6]([Cl:8])[CH:5]=[CH:4][C:3]=1[N:9]([C:12]#[N:13])[CH:10]=[S:11]. The yield is 0.970. (5) The reactants are [C:1]([O:5][C:6]([NH:8][C@@H:9]([CH3:20])[C:10]([O:12]N1C(=O)CCC1=O)=O)=[O:7])([CH3:4])([CH3:3])[CH3:2].[O:21]1[CH:25]=[CH:24][CH:23]=[C:22]1[C:26]1[N:30]([C:31]2[CH:32]=[C:33]([CH2:36][NH2:37])[S:34][CH:35]=2)[N:29]=[C:28]([C:38]([F:41])([F:40])[F:39])[CH:27]=1.CCN(CC)CC.Cl. The catalyst is C(Cl)Cl.CN(C=O)C. The product is [O:21]1[CH:25]=[CH:24][CH:23]=[C:22]1[C:26]1[N:30]([C:31]2[CH:32]=[C:33]([CH2:36][NH:37][C:10](=[O:12])[C@@H:9]([NH:8][C:6](=[O:7])[O:5][C:1]([CH3:2])([CH3:3])[CH3:4])[CH3:20])[S:34][CH:35]=2)[N:29]=[C:28]([C:38]([F:40])([F:41])[F:39])[CH:27]=1. The yield is 0.490. (6) The reactants are [CH2:1](Br)[C:2]([C:4]1[CH:9]=[CH:8][CH:7]=[CH:6][CH:5]=1)=O.[NH2:11][C:12]1[N:17]([CH2:18][CH2:19][CH3:20])[C:16](=[O:21])[NH:15][C:14](=[O:22])[CH:13]=1. The catalyst is C(O)(=O)C. The product is [C:4]1([C:2]2[NH:11][C:12]3[N:17]([CH2:18][CH2:19][CH3:20])[C:16](=[O:21])[NH:15][C:14](=[O:22])[C:13]=3[CH:1]=2)[CH:9]=[CH:8][CH:7]=[CH:6][CH:5]=1. The yield is 0.130. (7) The reactants are [C:1]([Cl:4])(Cl)=[O:2].[O:5]1[CH2:10][CH2:9][CH:8]([N:11]2[CH2:15][CH2:14][NH:13][C:12]2=[O:16])[CH2:7][CH2:6]1.N1C=CC=CC=1. The catalyst is C(Cl)Cl. The product is [O:16]=[C:12]1[N:11]([CH:8]2[CH2:9][CH2:10][O:5][CH2:6][CH2:7]2)[CH2:15][CH2:14][N:13]1[C:1]([Cl:4])=[O:2]. The yield is 1.00.